This data is from Full USPTO retrosynthesis dataset with 1.9M reactions from patents (1976-2016). The task is: Predict the reactants needed to synthesize the given product. (1) Given the product [C:25]([C:24]1[NH:13][C:12]([C:9]2[CH:8]=[C:7]([O:15][CH2:16][C:17]([F:19])([F:18])[F:20])[C:6]([N:4]3[CH2:5][C:2]([F:1])([F:21])[CH2:3]3)=[CH:11][N:10]=2)=[N:14][CH:23]=1)([CH3:28])([CH3:27])[CH3:26], predict the reactants needed to synthesize it. The reactants are: [F:1][C:2]1([F:21])[CH2:5][N:4]([C:6]2[C:7]([O:15][CH2:16][C:17]([F:20])([F:19])[F:18])=[CH:8][C:9]([C:12](=[NH:14])[NH2:13])=[N:10][CH:11]=2)[CH2:3]1.Br[CH2:23][C:24](=O)[C:25]([CH3:28])([CH3:27])[CH3:26].C1CCN2C(=NCCC2)CC1. (2) The reactants are: [F:1][C:2]1[CH:7]=[CH:6][C:5]([C:8]2[N+:9]([CH3:14])=[N:10]O[C:12]=2[O-])=[CH:4][CH:3]=1.[C:15]([Sn:17]([CH2:26][CH2:27][CH2:28][CH3:29])([CH2:22][CH2:23][CH2:24][CH3:25])[CH2:18][CH2:19][CH2:20][CH3:21])#C. Given the product [F:1][C:2]1[CH:7]=[CH:6][C:5]([C:8]2[N:9]([CH3:14])[N:10]=[C:15]([Sn:17]([CH2:18][CH2:19][CH2:20][CH3:21])([CH2:26][CH2:27][CH2:28][CH3:29])[CH2:22][CH2:23][CH2:24][CH3:25])[CH:12]=2)=[CH:4][CH:3]=1, predict the reactants needed to synthesize it. (3) Given the product [F:33][C:2]1([F:1])[O:6][C:5]2[CH:7]=[CH:8][C:9]([C:11]3([C:14]([NH:16][C:17]4[CH:18]=[C:19]([CH3:32])[C:20]([CH3:31])=[C:21]([C:23]5[CH:28]=[CH:27][C:26](=[O:29])[NH:25][CH:24]=5)[N:22]=4)=[O:15])[CH2:13][CH2:12]3)=[CH:10][C:4]=2[O:3]1, predict the reactants needed to synthesize it. The reactants are: [F:1][C:2]1([F:33])[O:6][C:5]2[CH:7]=[CH:8][C:9]([C:11]3([C:14]([NH:16][C:17]4[N:22]=[C:21]([C:23]5[CH:24]=[N:25][C:26]([O:29]C)=[CH:27][CH:28]=5)[C:20]([CH3:31])=[C:19]([CH3:32])[CH:18]=4)=[O:15])[CH2:13][CH2:12]3)=[CH:10][C:4]=2[O:3]1.Cl.C(N(CC)CC)C.